Predict the reactants needed to synthesize the given product. From a dataset of Full USPTO retrosynthesis dataset with 1.9M reactions from patents (1976-2016). (1) Given the product [NH2:1][C:2]1[C:12]([Br:15])=[C:11]([CH3:13])[C:10]([Br:14])=[CH:9][C:3]=1[C:4]([O:6][CH2:7][CH3:8])=[O:5], predict the reactants needed to synthesize it. The reactants are: [NH2:1][C:2]1[CH:12]=[C:11]([CH3:13])[C:10]([Br:14])=[CH:9][C:3]=1[C:4]([O:6][CH2:7][CH3:8])=[O:5].[Br:15]CC1C=C(C=CC=1S(CC)(=O)=O)C#N. (2) Given the product [CH3:1][C:2]1[CH:3]=[CH:4][C:5]([C:8]2[N:12]([C:13]3[CH:14]=[CH:15][C:16]([S:19]([NH2:22])(=[O:21])=[O:20])=[CH:17][CH:18]=3)[N:11]=[C:10]([C:23]([F:25])([F:24])[F:26])[CH:9]=2)=[CH:6][CH:7]=1.[CH3:27][O:28][CH2:29][CH2:30][O:31][CH2:32][CH2:33][O:34][CH3:35], predict the reactants needed to synthesize it. The reactants are: [CH3:1][C:2]1[CH:3]=[CH:4][C:5]([C:8]2[N:12]([C:13]3[CH:14]=[CH:15][C:16]([S:19]([NH2:22])(=[O:21])=[O:20])=[CH:17][CH:18]=3)[N:11]=[C:10]([C:23]([F:26])([F:25])[F:24])[CH:9]=2)=[CH:6][CH:7]=1.[CH3:27][O:28][CH2:29][CH2:30][O:31][CH2:32][CH2:33][O:34][CH3:35]. (3) Given the product [Cl:3][C:4]1[C:5]([O:29][C:30](=[O:34])[N:31]([CH3:33])[CH3:32])=[CH:6][C:7]2[O:12][C:11](=[O:13])[C:10]([CH2:14][C:15]3[CH:20]=[CH:19][CH:18]=[C:17]([N+:21]([O-:23])=[O:22])[CH:16]=3)=[C:9]([CH2:24][CH:25]([OH:27])[CH3:26])[C:8]=2[CH:28]=1, predict the reactants needed to synthesize it. The reactants are: [BH4-].[Na+].[Cl:3][C:4]1[C:5]([O:29][C:30](=[O:34])[N:31]([CH3:33])[CH3:32])=[CH:6][C:7]2[O:12][C:11](=[O:13])[C:10]([CH2:14][C:15]3[CH:20]=[CH:19][CH:18]=[C:17]([N+:21]([O-:23])=[O:22])[CH:16]=3)=[C:9]([CH2:24][C:25](=[O:27])[CH3:26])[C:8]=2[CH:28]=1.O. (4) Given the product [CH:1]1([CH2:6][CH:7]([C:18]2[NH:29][C:21]3=[N:22][CH:23]=[C:24]([C:26]([N:30]4[CH2:35][CH2:34][O:33][CH2:32][CH2:31]4)=[O:27])[CH:25]=[C:20]3[CH:19]=2)[C:8]2[CH:13]=[CH:12][C:11]([S:14]([CH3:17])(=[O:15])=[O:16])=[CH:10][CH:9]=2)[CH2:5][CH2:4][CH2:3][CH2:2]1, predict the reactants needed to synthesize it. The reactants are: [CH:1]1([CH2:6][CH:7]([C:18]2[NH:29][C:21]3=[N:22][CH:23]=[C:24]([C:26](O)=[O:27])[CH:25]=[C:20]3[CH:19]=2)[C:8]2[CH:13]=[CH:12][C:11]([S:14]([CH3:17])(=[O:16])=[O:15])=[CH:10][CH:9]=2)[CH2:5][CH2:4][CH2:3][CH2:2]1.[NH:30]1[CH2:35][CH2:34][O:33][CH2:32][CH2:31]1.CN1CCOCC1.O.ON1C2C=CC=CC=2N=N1.Cl.CN(C)CCCN=C=NCC. (5) Given the product [Br:5][C:6]1[CH:12]=[CH:11][CH:10]=[C:9]([CH3:13])[C:7]=1[I:15], predict the reactants needed to synthesize it. The reactants are: N([O-])=O.[Na+].[Br:5][C:6]1[CH:12]=[CH:11][CH:10]=[C:9]([CH3:13])[C:7]=1N.Cl.[I-:15].[K+]. (6) The reactants are: C(N(CC)C(C)C)(C)C.Cl.Cl.[CH3:12][C:13]1([CH3:18])[CH:15]([NH2:16])[CH:14]1[NH2:17].[F:19][C:20]1[CH:41]=[CH:40][CH:39]=[C:38]([F:42])[C:21]=1[CH2:22][O:23][C:24]1[C:25]2[N:26]([C:31]([C:35](O)=[O:36])=[C:32]([CH3:34])[N:33]=2)[CH:27]=[C:28]([CH3:30])[CH:29]=1.CN(C(ON1N=NC2C=CC=NC1=2)=[N+](C)C)C.F[P-](F)(F)(F)(F)F.C(O)(C(F)(F)F)=O. Given the product [NH2:16][CH:15]1[CH:14]([NH:17][C:35]([C:31]2[N:26]3[CH:27]=[C:28]([CH3:30])[CH:29]=[C:24]([O:23][CH2:22][C:21]4[C:38]([F:42])=[CH:39][CH:40]=[CH:41][C:20]=4[F:19])[C:25]3=[N:33][C:32]=2[CH3:34])=[O:36])[C:13]1([CH3:18])[CH3:12], predict the reactants needed to synthesize it. (7) Given the product [Br:1][C:2]1[N:3]=[C:4]([CH:7]([C:10]2[CH:19]=[CH:18][C:13]3[NH:14][C:15](=[O:17])[S:16][C:12]=3[CH:11]=2)[CH3:8])[S:5][CH:6]=1, predict the reactants needed to synthesize it. The reactants are: [Br:1][C:2]1[N:3]=[C:4]([C:7]([C:10]2[CH:19]=[CH:18][C:13]3[NH:14][C:15](=[O:17])[S:16][C:12]=3[CH:11]=2)(O)[CH3:8])[S:5][CH:6]=1.C([SiH](CC)CC)C.